This data is from Full USPTO retrosynthesis dataset with 1.9M reactions from patents (1976-2016). The task is: Predict the reactants needed to synthesize the given product. Given the product [Cl:1][C:2]1[CH:10]=[C:9]([CH2:11][C:12]([OH:25])=[O:22])[C:8]2[C:4](=[CH:5][N:6]([CH2:14][O:15][CH2:16][CH2:17][Si:18]([CH3:21])([CH3:20])[CH3:19])[N:7]=2)[CH:3]=1, predict the reactants needed to synthesize it. The reactants are: [Cl:1][C:2]1[CH:10]=[C:9]([CH2:11][C:12]#N)[C:8]2[C:4](=[CH:5][N:6]([CH2:14][O:15][CH2:16][CH2:17][Si:18]([CH3:21])([CH3:20])[CH3:19])[N:7]=2)[CH:3]=1.[OH-:22].[Na+].C[OH:25].